This data is from Reaction yield outcomes from USPTO patents with 853,638 reactions. The task is: Predict the reaction yield, written as a fraction of the theoretical maximum amount of product (1.0 means a 100% yield; for example, 0.34 means a 34% yield). (1) The reactants are Cl.Cl.[NH2:3][CH2:4][C@@:5]1([OH:13])[CH:10]2[CH2:11][CH2:12][N:7]([CH2:8][CH2:9]2)[CH2:6]1.C([O-])([O-])=O.[Cs+].[Cs+].[N:20]([C:23]1[CH:28]=[C:27]([O:29][C:30]2[CH:35]=[CH:34][CH:33]=[CH:32][CH:31]=2)[N:26]=[CH:25][N:24]=1)=[C:21]=S.C(N=C=NC(C)C)(C)C. The catalyst is CN(C)C=O. The product is [O:29]([C:27]1[N:26]=[CH:25][N:24]=[C:23]([NH:20][C:21]2[O:13][C@:5]3([CH2:4][N:3]=2)[CH:10]2[CH2:9][CH2:8][N:7]([CH2:12][CH2:11]2)[CH2:6]3)[CH:28]=1)[C:30]1[CH:31]=[CH:32][CH:33]=[CH:34][CH:35]=1. The yield is 0.482. (2) The reactants are [Cl-].[Al+3].[Cl-].[Cl-].[C:5](OC(=O)C)(=[O:7])[CH3:6].[CH2:12]([O:14][C:15]([C:17]1[NH:18][C:19]([CH3:23])=[C:20]([CH3:22])[CH:21]=1)=[O:16])[CH3:13]. The catalyst is ClC(Cl)C. The product is [CH2:12]([O:14][C:15]([C:17]1[NH:18][C:19]([CH3:23])=[C:20]([CH3:22])[C:21]=1[C:5](=[O:7])[CH3:6])=[O:16])[CH3:13]. The yield is 0.600.